From a dataset of Forward reaction prediction with 1.9M reactions from USPTO patents (1976-2016). Predict the product of the given reaction. (1) Given the reactants [S:1]1[C:5]2[CH:6]=[CH:7][CH:8]=[CH:9][C:4]=2[C:3]([N:10]2[CH2:15][CH2:14][N:13]([CH2:16][CH2:17][C:18]3[CH:26]=[C:25]4[C:21]([CH2:22][CH:23]([NH:29][CH2:30][CH3:31])[C:24]4([CH3:28])[CH3:27])=[CH:20][CH:19]=3)[CH2:12][CH2:11]2)=[N:2]1.[CH3:32][S:33]([OH:36])(=[O:35])=[O:34], predict the reaction product. The product is: [CH3:32][S:33]([OH:36])(=[O:35])=[O:34].[S:1]1[C:5]2[CH:6]=[CH:7][CH:8]=[CH:9][C:4]=2[C:3]([N:10]2[CH2:15][CH2:14][N:13]([CH2:16][CH2:17][C:18]3[CH:26]=[C:25]4[C:21]([CH2:22][CH:23]([NH:29][CH2:30][CH3:31])[C:24]4([CH3:28])[CH3:27])=[CH:20][CH:19]=3)[CH2:12][CH2:11]2)=[N:2]1. (2) Given the reactants [Br:1][C:2]1[CH:15]=[CH:14][C:13]2[C:12]3[C:7](=[CH:8][C:9](Br)=[CH:10][CH:11]=3)[CH2:6][CH2:5][C:4]=2[CH:3]=1.C([Sn](CCCC)(CCCC)[C:22]([O:24]CC)=[CH2:23])CCC.C1C(=O)N(Br)C(=O)C1.[C:43]([O:47][C:48]([N:50]1[CH2:54][CH2:53][CH2:52][CH:51]1[C:55]([OH:57])=[O:56])=[O:49])([CH3:46])([CH3:45])[CH3:44].CCN(C(C)C)C(C)C, predict the reaction product. The product is: [C:43]([O:47][C:48]([N:50]1[CH2:54][CH2:53][CH2:52][CH:51]1[C:55]([O:57][CH2:23][C:22]([C:9]1[CH:10]=[CH:11][C:12]2[C:13]3[C:4](=[CH:3][C:2]([Br:1])=[CH:15][CH:14]=3)[CH2:5][CH2:6][C:7]=2[CH:8]=1)=[O:24])=[O:56])=[O:49])([CH3:46])([CH3:44])[CH3:45]. (3) Given the reactants C1(P(C2C=CC=CC=2)C2C=CC=CC=2)C=CC=CC=1.[CH3:20][S:21]([C:24]1[CH:29]=[CH:28][C:27](B(O)O)=[CH:26][CH:25]=1)(=[O:23])=[O:22].Br[C:34]1[CH:39]=[CH:38][C:37]([C:40]2[O:41][C:42]([CH3:54])=[C:43]([CH2:45][CH2:46][N:47]3[CH2:51][CH2:50][C@H:49]([CH2:52][F:53])[CH2:48]3)[N:44]=2)=[CH:36][CH:35]=1.C(=O)([O-])[O-].[K+].[K+], predict the reaction product. The product is: [F:53][CH2:52][C@H:49]1[CH2:50][CH2:51][N:47]([CH2:46][CH2:45][C:43]2[N:44]=[C:40]([C:37]3[CH:38]=[CH:39][C:34]([C:27]4[CH:28]=[CH:29][C:24]([S:21]([CH3:20])(=[O:23])=[O:22])=[CH:25][CH:26]=4)=[CH:35][CH:36]=3)[O:41][C:42]=2[CH3:54])[CH2:48]1.